From a dataset of Experimentally validated miRNA-target interactions with 360,000+ pairs, plus equal number of negative samples. Binary Classification. Given a miRNA mature sequence and a target amino acid sequence, predict their likelihood of interaction. The protein sequence of the target gene is MSSSYWSETSSSSCGTQQLPEVLQCQPQHYHCYHQSSQAQQPPEKNVVYERVRTYSGPMNKVVQALDPFNSREVLSPLKTTSSYQNLVWSDHSQELHSPTLKISTCAPSTLHITQNTEQELHSPTVKLTTYPQTTIRKYVVQNPEQEPLSQFLRGSHFFPGNNVIYEKTIRKVEKLNTDQGCHPQAQCHHHIIQQPQVIHSAHWQQPDSSQQIQAITGNNPISTHIGNELCHSGSSQICEQVIIQDDGPEKLDPRYFGELLADLSRKNTDLYHCLLEHLQRIGGSKQDFESTDESEDIES.... Result: 1 (interaction). The miRNA is hsa-miR-578 with sequence CUUCUUGUGCUCUAGGAUUGU.